From a dataset of Experimentally validated miRNA-target interactions with 360,000+ pairs, plus equal number of negative samples. Binary Classification. Given a miRNA mature sequence and a target amino acid sequence, predict their likelihood of interaction. (1) The miRNA is cel-miR-43-3p with sequence UAUCACAGUUUACUUGCUGUCGC. The protein sequence of the target gene is MSFVESWRFAGARRRRQVTPGPATRPGYSDYTQGDSWGEGEGDEDEGCDQVARDLRAEFSARASSETKRAPLLPRVGDGSPVLPDKRNGIFPATAAKRTQARRWPIQALSILCSLLFAVLLAFLLAIAYMIVKELHAENLKNEDDIHTGLLGFWSLLIISLTAGLSCCSFSWTVTYFDSFEPGMFPPTPLSPARFKKLTGHSFHMGYSMAILNGIVAALTVAWCLM. Result: 0 (no interaction). (2) The miRNA is mmu-miR-466m-3p with sequence UACAUACACACAUACACACGCA. The protein sequence of the target gene is MEELGAAASGAGGGGGGGEEHGGGRSNKRGAGNRAANEEETRNKPKLRDRITSFRKSATKREKPVIQHSIDYQTAVVEIPPALIVHDDRSLILSEKEVLDLFEKMMEDMNLNEEKKAPLRKKDFSIKREMVVQYISATSKSIVGSKVLGGLKNSKHEFTLSSQEYVHELRSGISDEKLLNCLESLRVSLTSHPVSWVNNFGYEGLGVLLDVLEKLLDKKQQENIDKKNQYKVIQCLKAFMNNKFGLQRILGDERSLLLLARAIDPKQQNMMTEIVKILSAICIVGEENILDKLLGGITAA.... Result: 1 (interaction). (3) The miRNA is mmu-miR-466a-5p with sequence UAUGUGUGUGUACAUGUACAUA. The protein sequence of the target gene is MWSRAASVRFRAPLDAGRSFASKANPQGKVQAAGLGTQAPRLVPQGSGRVSPAVIEHLERLALVNFGSREAVDRLEKAIAFADQLHAVDTDGVEPLESVLEDRCLYLRSDNVAEGSCAEELLQNSNHVVEEYFVAPPGNISLPDMVNKIPSSTAE. Result: 1 (interaction).